From a dataset of Forward reaction prediction with 1.9M reactions from USPTO patents (1976-2016). Predict the product of the given reaction. (1) Given the reactants Cl[C:2]1[N:7]=[CH:6][C:5]2[C@@H:8]3[C@@H:11]([C:12]([O:14][C:15]([CH3:18])([CH3:17])[CH3:16])=[O:13])[C@@H:9]3[CH2:10][C:4]=2[CH:3]=1.C(=O)([O-])[O-].[Cs+].[Cs+].CC(C1C=C(C(C)C)C(C2C(P(C3CCCCC3)C3CCCCC3)=C(OC)C=CC=2OC)=C(C(C)C)C=1)C.[CH3:63][Si:64]([CH3:69])([CH3:68])[CH2:65][CH2:66][OH:67], predict the reaction product. The product is: [CH3:63][Si:64]([CH3:69])([CH3:68])[CH2:65][CH2:66][O:67][C:2]1[N:7]=[CH:6][C:5]2[C@@H:8]3[C@@H:11]([C:12]([O:14][C:15]([CH3:18])([CH3:17])[CH3:16])=[O:13])[C@@H:9]3[CH2:10][C:4]=2[CH:3]=1. (2) Given the reactants [C:1]([O:14][C@H:15]([CH2:54][O:55][C:56](=[O:68])[CH2:57][CH2:58][CH2:59][CH2:60][CH2:61][CH2:62][CH2:63][CH2:64][CH2:65][CH2:66][CH3:67])[CH2:16][S:17][CH2:18][C@H:19]([NH:36]C(OCC1C2C=CC=CC=2C2C1=CC=CC=2)=O)[C:20](=[O:35])[NH:21][C@@H:22]([CH2:33][CH3:34])[CH2:23][O:24][CH2:25][C:26](=[O:32])[O:27]C(C)(C)C)(=[O:13])[CH2:2][CH2:3][CH2:4][CH2:5][CH2:6][CH2:7][CH2:8][CH2:9][CH2:10][CH2:11][CH3:12], predict the reaction product. The product is: [NH2:36][C@@H:19]([CH2:18][S:17][CH2:16][C@H:15]([O:14][C:1](=[O:13])[CH2:2][CH2:3][CH2:4][CH2:5][CH2:6][CH2:7][CH2:8][CH2:9][CH2:10][CH2:11][CH3:12])[CH2:54][O:55][C:56](=[O:68])[CH2:57][CH2:58][CH2:59][CH2:60][CH2:61][CH2:62][CH2:63][CH2:64][CH2:65][CH2:66][CH3:67])[C:20](=[O:35])[NH:21][C@@H:22]([CH2:33][CH3:34])[CH2:23][O:24][CH2:25][C:26]([OH:32])=[O:27].